This data is from Catalyst prediction with 721,799 reactions and 888 catalyst types from USPTO. The task is: Predict which catalyst facilitates the given reaction. (1) Reactant: [NH2:1][C:2]1[CH:7]=[CH:6][CH:5]=[CH:4][CH:3]=1.[H-].[Na+].[CH2:10]([O:12][C:13](=[O:29])[CH2:14][C@H:15]1[C:23]2[C:18](=[CH:19][C:20]([O:24][CH2:25][CH2:26][CH2:27]Br)=[CH:21][CH:22]=2)[CH2:17][CH2:16]1)[CH3:11].[NH4+].[Cl-]. Product: [NH:1]([CH2:27][CH2:26][CH2:25][O:24][C:20]1[CH:19]=[C:18]2[C:23](=[CH:22][CH:21]=1)[C@H:15]([CH2:14][C:13]([O:12][CH2:10][CH3:11])=[O:29])[CH2:16][CH2:17]2)[C:2]1[CH:7]=[CH:6][CH:5]=[CH:4][CH:3]=1. The catalyst class is: 3. (2) Reactant: [CH2:1]([O:5][C:6]([N:8]1[CH2:13][CH2:12][N:11]([C:14](=[O:35])[CH2:15][NH:16][C:17]([C:19]2[CH:23]=[C:22]([O:24][CH2:25][C:26](O)=[O:27])[N:21]([C:29]3[CH:34]=[CH:33][CH:32]=[CH:31][CH:30]=3)[N:20]=2)=[O:18])[CH2:10][CH2:9]1)=[O:7])[CH2:2][CH2:3][CH3:4].CN(C(ON1N=NC2C=CC=NC1=2)=[N+](C)C)C.F[P-](F)(F)(F)(F)F.CCN(C(C)C)C(C)C.[NH:69]1[CH2:73][CH2:72][CH2:71][C@H:70]1[C:74]1[NH:78][N:77]=[N:76][N:75]=1. Product: [CH2:1]([O:5][C:6]([N:8]1[CH2:9][CH2:10][N:11]([C:14](=[O:35])[CH2:15][NH:16][C:17]([C:19]2[CH:23]=[C:22]([O:24][CH2:25][C:26](=[O:27])[N:69]3[CH2:73][CH2:72][CH2:71][C@H:70]3[C:74]3[NH:78][N:77]=[N:76][N:75]=3)[N:21]([C:29]3[CH:34]=[CH:33][CH:32]=[CH:31][CH:30]=3)[N:20]=2)=[O:18])[CH2:12][CH2:13]1)=[O:7])[CH2:2][CH2:3][CH3:4]. The catalyst class is: 174. (3) Reactant: Cl[CH2:2][C:3]1[CH:8]=[CH:7][C:6]([O:9][C:10]2[CH:15]=[CH:14][CH:13]=[C:12]([C:16]([F:19])([F:18])[F:17])[CH:11]=2)=[C:5]([C:20]([F:23])([F:22])[F:21])[CH:4]=1.[CH3:24][O:25][C:26]1[N:31]=[CH:30][C:29]([CH2:32][C:33]2[C:34](=[O:40])[NH:35][C:36](=[S:39])[NH:37][CH:38]=2)=[CH:28][N:27]=1.CCN(C(C)C)C(C)C. Product: [CH3:24][O:25][C:26]1[N:27]=[CH:28][C:29]([CH2:32][C:33]2[C:34](=[O:40])[N:35]=[C:36]([S:39][CH2:2][C:3]3[CH:8]=[CH:7][C:6]([O:9][C:10]4[CH:15]=[CH:14][CH:13]=[C:12]([C:16]([F:19])([F:18])[F:17])[CH:11]=4)=[C:5]([C:20]([F:23])([F:22])[F:21])[CH:4]=3)[NH:37][CH:38]=2)=[CH:30][N:31]=1. The catalyst class is: 26. (4) The catalyst class is: 5. Reactant: [C:1]([C:5]1[CH:6]=[C:7]2[C:12](=[C:13]([F:15])[CH:14]=1)[C:11](=[O:16])[N:10]([C:17]1[N:24]=[CH:23][CH:22]=[C:21]([C:25]3[CH:30]=[C:29]([NH:31][C:32]4[CH:37]=[CH:36][C:35]([N:38]5[CH2:43][CH2:42][N:41]([CH:44]6[CH2:47][O:46][CH2:45]6)[CH2:40][C@@H:39]5[CH2:48][CH3:49])=[CH:34][N:33]=4)[C:28](=[O:50])[N:27]([CH3:51])[CH:26]=3)[C:18]=1[CH:19]=[O:20])[N:9]=[CH:8]2)([CH3:4])([CH3:3])[CH3:2].[BH4-].[Na+]. Product: [C:1]([C:5]1[CH:6]=[C:7]2[C:12](=[C:13]([F:15])[CH:14]=1)[C:11](=[O:16])[N:10]([C:17]1[C:18]([CH2:19][OH:20])=[C:21]([C:25]3[CH:30]=[C:29]([NH:31][C:32]4[CH:37]=[CH:36][C:35]([N:38]5[CH2:43][CH2:42][N:41]([CH:44]6[CH2:47][O:46][CH2:45]6)[CH2:40][C@@H:39]5[CH2:48][CH3:49])=[CH:34][N:33]=4)[C:28](=[O:50])[N:27]([CH3:51])[CH:26]=3)[CH:22]=[CH:23][N:24]=1)[N:9]=[CH:8]2)([CH3:3])([CH3:2])[CH3:4]. (5) Reactant: COC1C=CC(C[N:8]2[C:12]3=[N:13][CH:14]=[C:15]4[CH2:21][CH2:20][CH2:19][C:18]5[CH:22]=[CH:23][CH:24]=[CH:25][C:17]=5[C:16]4=[C:11]3[CH:10]=[N:9]2)=CC=1. Product: [CH:10]1[C:11]2[C:12](=[N:13][CH:14]=[C:15]3[CH2:21][CH2:20][CH2:19][C:18]4[CH:22]=[CH:23][CH:24]=[CH:25][C:17]=4[C:16]3=2)[NH:8][N:9]=1. The catalyst class is: 55. (6) Reactant: [F:1][C:2]1[CH:9]=[CH:8][CH:7]=[CH:6][C:3]=1[CH:4]=O.[CH3:10][C:11]1[CH:15]=[C:14]([NH2:16])[NH:13][N:12]=1.[CH3:17][O:18][C:19]1[CH:24]=[CH:23][C:22]([C:25](=O)[CH2:26][C:27]#[N:28])=[CH:21][CH:20]=1. Product: [F:1][C:2]1[CH:9]=[CH:8][CH:7]=[CH:6][C:3]=1[CH:4]1[C:26]([C:27]#[N:28])=[C:25]([C:22]2[CH:21]=[CH:20][C:19]([O:18][CH3:17])=[CH:24][CH:23]=2)[NH:16][C:14]2[NH:13][N:12]=[C:11]([CH3:10])[C:15]1=2. The catalyst class is: 10.